Dataset: Full USPTO retrosynthesis dataset with 1.9M reactions from patents (1976-2016). Task: Predict the reactants needed to synthesize the given product. (1) Given the product [CH2:20]([N:4]([CH2:1][CH2:2][CH3:3])[CH2:5][CH2:6][CH2:7][CH2:8][N:9]([CH2:11][C:12]1[CH:13]=[CH:14][C:15]([CH2:16][NH2:17])=[CH:18][CH:19]=1)[CH3:10])[CH2:21][CH3:22], predict the reactants needed to synthesize it. The reactants are: [CH2:1]([N:4]([CH2:20][CH2:21][CH3:22])[CH2:5][CH2:6][CH2:7][CH2:8][N:9]([CH2:11][C:12]1[CH:19]=[CH:18][C:15]([C:16]#[N:17])=[CH:14][CH:13]=1)[CH3:10])[CH2:2][CH3:3].[OH-].[Na+].[H][H]. (2) Given the product [F:20][C:18]([F:19])([F:21])[S:15]([NH:14][CH:11]([CH:8]1[CH2:9][CH2:10][C:5](=[O:4])[CH2:6][CH2:7]1)[CH2:12][CH3:13])(=[O:16])=[O:17], predict the reactants needed to synthesize it. The reactants are: O1[C:5]2([CH2:10][CH2:9][CH:8]([CH:11]([NH:14][S:15]([C:18]([F:21])([F:20])[F:19])(=[O:17])=[O:16])[CH2:12][CH3:13])[CH2:7][CH2:6]2)[O:4]CC1.Cl. (3) Given the product [CH3:6][O:7][C:8]1[CH:16]=[C:12]2[C:11](=[CH:10][CH:9]=1)[N:17]=[C:28]([C:18]1[C:27]3[C:22](=[CH:23][CH:24]=[CH:25][CH:26]=3)[CH:21]=[CH:20][CH:19]=1)[NH:15][C:13]2=[O:14], predict the reactants needed to synthesize it. The reactants are: S([O-])(O)=O.[Na+].[CH3:6][O:7][C:8]1[CH:9]=[CH:10][C:11]([NH2:17])=[C:12]([CH:16]=1)[C:13]([NH2:15])=[O:14].[C:18]1([CH:28]=O)[C:27]2[C:22](=[CH:23][CH:24]=[CH:25][CH:26]=2)[CH:21]=[CH:20][CH:19]=1. (4) Given the product [CH2:1]([C:7]1[N:8]([CH3:16])[C:9]2[C:14]([C:15]=1[C:26](=[O:27])[CH2:25][CH2:24][CH2:23][C:22]([OH:28])=[O:21])=[CH:13][CH:12]=[CH:11][CH:10]=2)[CH2:2][CH2:3][CH2:4][CH2:5][CH3:6], predict the reactants needed to synthesize it. The reactants are: [CH2:1]([C:7]1[N:8]([CH3:16])[C:9]2[C:14]([CH:15]=1)=[CH:13][CH:12]=[CH:11][CH:10]=2)[CH2:2][CH2:3][CH2:4][CH2:5][CH3:6].[Cl-].C[Al+]C.[O:21]1[C:26](=[O:27])[CH2:25][CH2:24][CH2:23][C:22]1=[O:28].[Cl-].[NH4+]. (5) Given the product [Cl:27][C:22]1[CH:21]=[C:20]([C:14]2([C:16]([F:18])([F:17])[F:19])[O:13][N:12]=[C:11]([C:8]3[CH:9]=[CH:10][C:5]([C:4]([OH:30])=[O:3])=[C:6]([O:28][CH3:29])[CH:7]=3)[CH2:15]2)[CH:25]=[C:24]([Cl:26])[CH:23]=1, predict the reactants needed to synthesize it. The reactants are: C([O:3][C:4](=[O:30])[C:5]1[CH:10]=[CH:9][C:8]([C:11]2[CH2:15][C:14]([C:20]3[CH:25]=[C:24]([Cl:26])[CH:23]=[C:22]([Cl:27])[CH:21]=3)([C:16]([F:19])([F:18])[F:17])[O:13][N:12]=2)=[CH:7][C:6]=1[O:28][CH3:29])C.[OH-].[Na+]. (6) Given the product [CH2:1]([O:8][C@H:9]([C:11]1[N:15]([CH2:16][CH2:17][CH3:18])[C:14](=[O:19])[N:13]([CH2:20][C:21]2[CH:28]=[CH:27][C:24]([CH3:25])=[CH:23][CH:22]=2)[N:12]=1)[CH3:10])[C:2]1[CH:7]=[CH:6][CH:5]=[CH:4][CH:3]=1, predict the reactants needed to synthesize it. The reactants are: [CH2:1]([O:8][C@H:9]([C:11]1[N:15]([CH2:16][CH2:17][CH3:18])[C:14](=[O:19])[NH:13][N:12]=1)[CH3:10])[C:2]1[CH:7]=[CH:6][CH:5]=[CH:4][CH:3]=1.[CH3:20][C:21]1[CH:28]=[CH:27][C:24]([CH2:25]Br)=[CH:23][CH:22]=1.C(=O)([O-])[O-].[K+].[K+]. (7) Given the product [CH3:20][C:19]1[C:14]([CH:10]2[CH2:11][CH2:12][CH2:13][CH:8]([C:3]3[C:2]([CH3:1])=[CH:7][CH:6]=[CH:5][N:4]=3)[N:9]2[CH2:21][C:22]2[CH:23]=[CH:24][C:25]([CH2:26][NH2:27])=[CH:28][CH:29]=2)=[N:15][CH:16]=[CH:17][CH:18]=1, predict the reactants needed to synthesize it. The reactants are: [CH3:1][C:2]1[C:3]([CH:8]2[CH2:13][CH2:12][CH2:11][CH:10]([C:14]3[C:19]([CH3:20])=[CH:18][CH:17]=[CH:16][N:15]=3)[N:9]2[CH2:21][C:22]2[CH:29]=[CH:28][C:25]([C:26]#[N:27])=[CH:24][CH:23]=2)=[N:4][CH:5]=[CH:6][CH:7]=1. (8) The reactants are: [CH3:1][O:2][C:3]1[CH:4]=[C:5]2[O:9][C:8]([C:10]3[N:11]=[C:12]4[N:16]([CH:17]=3)[N:15]=[C:14]([O:18][CH3:19])[S:13]4)=[CH:7][C:6]2=[C:20]([OH:22])[CH:21]=1.C1(P(C2C=CC=CC=2)C2C=CC=CC=2)C=CC=CC=1.[F:42][C:43]([F:59])([F:58])[C:44]1[CH:45]=[C:46]([C:50]2[CH:55]=[CH:54][CH:53]=[C:52]([CH2:56]O)[CH:51]=2)[CH:47]=[CH:48][CH:49]=1.N(C(OC(C)C)=O)=NC(OC(C)C)=O. Given the product [CH3:19][O:18][C:14]1[S:13][C:12]2=[N:11][C:10]([C:8]3[O:9][C:5]4[CH:4]=[C:3]([O:2][CH3:1])[CH:21]=[C:20]([O:22][CH2:56][C:52]5[CH:51]=[C:50]([C:46]6[CH:47]=[CH:48][CH:49]=[C:44]([C:43]([F:42])([F:58])[F:59])[CH:45]=6)[CH:55]=[CH:54][CH:53]=5)[C:6]=4[CH:7]=3)=[CH:17][N:16]2[N:15]=1, predict the reactants needed to synthesize it.